This data is from NCI-60 drug combinations with 297,098 pairs across 59 cell lines. The task is: Regression. Given two drug SMILES strings and cell line genomic features, predict the synergy score measuring deviation from expected non-interaction effect. (1) Drug 1: C1C(C(OC1N2C=NC(=NC2=O)N)CO)O. Drug 2: C(CN)CNCCSP(=O)(O)O. Cell line: EKVX. Synergy scores: CSS=-4.63, Synergy_ZIP=2.13, Synergy_Bliss=-0.942, Synergy_Loewe=-7.41, Synergy_HSA=-7.35. (2) Drug 1: CC(C)(C#N)C1=CC(=CC(=C1)CN2C=NC=N2)C(C)(C)C#N. Drug 2: CC1CCC2CC(C(=CC=CC=CC(CC(C(=O)C(C(C(=CC(C(=O)CC(OC(=O)C3CCCCN3C(=O)C(=O)C1(O2)O)C(C)CC4CCC(C(C4)OC)O)C)C)O)OC)C)C)C)OC. Cell line: SNB-75. Synergy scores: CSS=-0.498, Synergy_ZIP=1.14, Synergy_Bliss=0.742, Synergy_Loewe=-5.21, Synergy_HSA=-4.55. (3) Drug 1: CC1=CC=C(C=C1)C2=CC(=NN2C3=CC=C(C=C3)S(=O)(=O)N)C(F)(F)F. Drug 2: CS(=O)(=O)CCNCC1=CC=C(O1)C2=CC3=C(C=C2)N=CN=C3NC4=CC(=C(C=C4)OCC5=CC(=CC=C5)F)Cl. Cell line: U251. Synergy scores: CSS=-1.91, Synergy_ZIP=1.92, Synergy_Bliss=5.30, Synergy_Loewe=-3.08, Synergy_HSA=-0.909.